From a dataset of Full USPTO retrosynthesis dataset with 1.9M reactions from patents (1976-2016). Predict the reactants needed to synthesize the given product. (1) The reactants are: [CH2:1]([C:5]1[C:9](/[CH:10]=[CH:11]/[C:12]2[S:13][C:14]([C:18]([OH:20])=O)=[C:15]([CH3:17])[N:16]=2)=[C:8]([CH3:21])[O:7][N:6]=1)[CH2:2][CH2:3][CH3:4].[F:22][C:23]([F:27])([F:26])[CH2:24][NH2:25]. Given the product [F:22][C:23]([F:27])([F:26])[CH2:24][NH:25][C:18]([C:14]1[S:13][C:12](/[CH:11]=[CH:10]/[C:9]2[C:5]([CH2:1][CH2:2][CH2:3][CH3:4])=[N:6][O:7][C:8]=2[CH3:21])=[N:16][C:15]=1[CH3:17])=[O:20], predict the reactants needed to synthesize it. (2) Given the product [CH:1]1([CH2:6][N:7]([CH2:33][CH3:34])[C:8]2[N:13]=[C:12]3[N:14]([CH3:18])[N:15]=[C:16]([CH3:17])[C:11]3=[CH:10][C:9]=2[CH2:19][N:20]([CH2:23][C:24]2[CH:29]=[C:28]([F:30])[C:27]([F:31])=[C:26]([F:32])[CH:25]=2)[C:21]2[NH:39][N:38]=[N:37][N:22]=2)[CH2:5][CH2:4][CH2:3][CH2:2]1, predict the reactants needed to synthesize it. The reactants are: [CH:1]1([CH2:6][N:7]([CH2:33][CH3:34])[C:8]2[N:13]=[C:12]3[N:14]([CH3:18])[N:15]=[C:16]([CH3:17])[C:11]3=[CH:10][C:9]=2[CH2:19][N:20]([CH2:23][C:24]2[CH:29]=[C:28]([F:30])[C:27]([F:31])=[C:26]([F:32])[CH:25]=2)[C:21]#[N:22])[CH2:5][CH2:4][CH2:3][CH2:2]1.[Cl-].[NH4+].[N-:37]=[N+:38]=[N-:39].[Na+].